The task is: Predict the product of the given reaction.. This data is from Forward reaction prediction with 1.9M reactions from USPTO patents (1976-2016). (1) The product is: [Cl:10][C:11]1[CH:20]=[C:19]2[C:14]([CH:15]=[CH:16][N:17]=[CH:18]2)=[CH:13][C:12]=1[O:7][CH:1]1[CH2:6][CH2:5][C:4]([CH2:27][NH2:25])([C:1]2[CH:6]=[CH:5][CH:4]=[CH:3][CH:2]=2)[CH2:3][CH2:2]1. Given the reactants [CH:1]1([OH:7])[CH2:6][CH2:5][CH2:4][CH2:3][CH2:2]1.[H-].[Na+].[Cl:10][C:11]1[CH:20]=[C:19]2[C:14]([CH:15]=[CH:16][N:17]=[CH:18]2)=[CH:13][C:12]=1F.[Cl-].[Na+].C[N:25]([CH:27]=O)C, predict the reaction product. (2) Given the reactants [Br:1][C:2]1[N:3]=[C:4]([C:10]([F:13])([F:12])[F:11])[S:5][C:6]=1[C:7](Cl)=O.[CH3:14][NH:15][C:16]1[CH:17]=[N:18][C:19]([C:23]([F:26])([F:25])[F:24])=[CH:20][C:21]=1[NH2:22], predict the reaction product. The product is: [Br:1][C:2]1[N:3]=[C:4]([C:10]([F:13])([F:12])[F:11])[S:5][C:6]=1[C:7]1[N:15]([CH3:14])[C:16]2[CH:17]=[N:18][C:19]([C:23]([F:24])([F:25])[F:26])=[CH:20][C:21]=2[N:22]=1. (3) Given the reactants Cl[C:2]1[N:10]=[CH:9][CH:8]=[CH:7][C:3]=1[C:4]([OH:6])=[O:5].[H-].[Na+].[CH2:13]([OH:20])[C:14]1[CH:19]=[CH:18][CH:17]=[CH:16][CH:15]=1.Cl, predict the reaction product. The product is: [CH2:13]([O:20][C:2]1[N:10]=[CH:9][CH:8]=[CH:7][C:3]=1[C:4]([OH:6])=[O:5])[C:14]1[CH:19]=[CH:18][CH:17]=[CH:16][CH:15]=1. (4) Given the reactants CS[C:3]([N:7]1[CH2:11][C:10]([CH3:13])([CH3:12])[CH:9]=[N:8]1)=[N:4][CH2:5][CH3:6].[Br:14][C:15]1[CH:20]=[C:19]([S:21](=[O:24])(=[O:23])[NH2:22])[CH:18]=[CH:17][C:16]=1[NH:25][C:26](=[O:31])[C:27]([F:30])([F:29])[F:28], predict the reaction product. The product is: [Br:14][C:15]1[CH:20]=[C:19]([S:21](=[O:24])(=[O:23])[N:22]=[C:3]([N:7]2[CH2:11][C:10]([CH3:12])([CH3:13])[CH:9]=[N:8]2)[NH:4][CH2:5][CH3:6])[CH:18]=[CH:17][C:16]=1[NH:25][C:26](=[O:31])[C:27]([F:29])([F:30])[F:28]. (5) Given the reactants CC([O-])(C)C.[K+].[Br:7][C:8]1[C:17]([O:18][CH:19]2[CH2:24][CH2:23][N:22]([C:25]([O:27][C:28]([CH3:31])([CH3:30])[CH3:29])=[O:26])[CH2:21][CH2:20]2)=[C:16]2[C:11]([CH:12]=[N:13][C:14](Cl)=[N:15]2)=[CH:10][CH:9]=1.[NH2:33][C:34]1[CH:39]=[CH:38][C:37]([S:40]([NH2:43])(=[O:42])=[O:41])=[CH:36][CH:35]=1.CC(O)=O, predict the reaction product. The product is: [Br:7][C:8]1[C:17]([O:18][CH:19]2[CH2:24][CH2:23][N:22]([C:25]([O:27][C:28]([CH3:31])([CH3:30])[CH3:29])=[O:26])[CH2:21][CH2:20]2)=[C:16]2[C:11]([CH:12]=[N:13][C:14]([NH:33][C:34]3[CH:39]=[CH:38][C:37]([S:40](=[O:42])(=[O:41])[NH2:43])=[CH:36][CH:35]=3)=[N:15]2)=[CH:10][CH:9]=1. (6) Given the reactants [CH3:1][O:2][C:3]1[CH:12]=[CH:11][CH:10]=[C:9]2[C:4]=1[CH2:5][CH:6]([NH:13][CH2:14][CH2:15][CH2:16][C:17]1[C:25]3[C:20](=[CH:21][CH:22]=[C:23]([C:26]#[N:27])[CH:24]=3)[NH:19][CH:18]=1)[CH2:7][O:8]2.[CH:28]1([CH:31]=O)[CH2:30][CH2:29]1.C(O)(=O)C.C([BH3-])#N.[Na+], predict the reaction product. The product is: [CH:28]1([CH2:31][N:13]([CH:6]2[CH2:5][C:4]3[C:9](=[CH:10][CH:11]=[CH:12][C:3]=3[O:2][CH3:1])[O:8][CH2:7]2)[CH2:14][CH2:15][CH2:16][C:17]2[C:25]3[C:20](=[CH:21][CH:22]=[C:23]([C:26]#[N:27])[CH:24]=3)[NH:19][CH:18]=2)[CH2:30][CH2:29]1.